From a dataset of Forward reaction prediction with 1.9M reactions from USPTO patents (1976-2016). Predict the product of the given reaction. (1) Given the reactants [C:1]([O:5][C:6](=[O:22])[NH:7][C@H:8]1[CH2:11][C@H:10]([NH:12][C:13]2S[C:15]3[CH:21]=[CH:20][CH:19]=[CH:18][C:16]=3[N:17]=2)[CH2:9]1)([CH3:4])([CH3:3])[CH3:2].FC(F)(F)C(O)=O.Cl[C:31]1C([N+]([O-])=O)=C(Cl)N=C[N:32]=1.C(=O)([O-])[O-].[K+].[K+], predict the reaction product. The product is: [C:1]([O:5][C:6](=[O:22])[NH:7][C@H:8]1[CH2:11][C@H:10]([NH:12][C:13]2[N:32]=[CH:31][C:15]3[C:16](=[CH:18][CH:19]=[CH:20][CH:21]=3)[N:17]=2)[CH2:9]1)([CH3:4])([CH3:3])[CH3:2]. (2) Given the reactants Br[CH2:2][C:3]([O:5][CH2:6][CH3:7])=[O:4].II.C(O[CH:14]1[C:18]2[CH:19]=[CH:20][C:21]([C:23]#[N:24])=[CH:22][C:17]=2[CH2:16][O:15]1)(=O)C.FC(F)(F)S(O[Si](C)(C)C)(=O)=O, predict the reaction product. The product is: [C:23]([C:21]1[CH:20]=[CH:19][C:18]2[CH:14]([CH2:2][C:3]([O:5][CH2:6][CH3:7])=[O:4])[O:15][CH2:16][C:17]=2[CH:22]=1)#[N:24]. (3) Given the reactants CN(C(O[N:16]1N=[N:16][C:11]2[CH:12]=[CH:13][CH:13]=[CH:12][C:11]1=2)=[N+](C)C)C.[B-](F)(F)(F)F.C(NC(C)C)(C)C.[CH2:30]([N:32]1[C:36]([C:37](=[O:54])[NH:38][C:39]2[CH:44]=[CH:43][N:42]3[CH:45]=[C:46]([C:48]4[CH:53]=[CH:52][CH:51]=[CH:50][CH:49]=4)[N:47]=[C:41]3[CH:40]=2)=[C:35]([C:55](O)=[O:56])[CH:34]=[N:33]1)[CH3:31].N1CCC1, predict the reaction product. The product is: [C:48]1([C:46]2[N:47]=[C:41]3[CH:40]=[C:39]([NH:38][C:37]([C:36]4[N:32]([CH2:30][CH3:31])[N:33]=[CH:34][C:35]=4[C:55]([N:16]4[CH2:13][CH2:12][CH2:11]4)=[O:56])=[O:54])[CH:44]=[CH:43][N:42]3[CH:45]=2)[CH:49]=[CH:50][CH:51]=[CH:52][CH:53]=1. (4) Given the reactants [CH3:1][C:2]1[N:6]([CH2:7][C:8]2[CH:13]=[CH:12][C:11]([CH3:14])=[CH:10][CH:9]=2)[N:5]=[C:4]([C:15]([OH:17])=O)[CH:3]=1.C(Cl)(=O)C([Cl:21])=O, predict the reaction product. The product is: [CH3:1][C:2]1[N:6]([CH2:7][C:8]2[CH:13]=[CH:12][C:11]([CH3:14])=[CH:10][CH:9]=2)[N:5]=[C:4]([C:15]([Cl:21])=[O:17])[CH:3]=1. (5) Given the reactants [F:1][C:2]1[CH:28]=[CH:27][C:5]2[N:6]([C:19]3[CH:24]=[CH:23][CH:22]=[C:21](SC)[CH:20]=3)[C:7]([CH:9]([NH:11][C:12](=[O:18])[O:13][C:14]([CH3:17])([CH3:16])[CH3:15])[CH3:10])=[N:8][C:4]=2[CH:3]=1.O[O:30][S:31]([O-:33])=O.[K+].[CH2:35]1COCC1, predict the reaction product. The product is: [F:1][C:2]1[CH:28]=[CH:27][C:5]2[N:6]([C:19]3[CH:20]=[CH:21][CH:22]=[C:23]([S:31]([CH3:35])(=[O:33])=[O:30])[CH:24]=3)[C:7]([CH:9]([NH:11][C:12](=[O:18])[O:13][C:14]([CH3:17])([CH3:16])[CH3:15])[CH3:10])=[N:8][C:4]=2[CH:3]=1.